From a dataset of Forward reaction prediction with 1.9M reactions from USPTO patents (1976-2016). Predict the product of the given reaction. (1) Given the reactants FC(F)(F)S(O[C:7]1[C:12]([CH3:13])=[CH:11][C:10]([Br:14])=[CH:9][C:8]=1[CH3:15])(=O)=O.C1(P(C2C=CC=CC=2)CCCP(C2C=CC=CC=2)C2C=CC=CC=2)C=CC=CC=1.C(N(CC)CC)C.CS(C)=O.[C:58]([O:61][CH2:62]C)(=[O:60])C, predict the reaction product. The product is: [Br:14][C:10]1[CH:11]=[C:12]([CH3:13])[C:7]([C:58]([O:61][CH3:62])=[O:60])=[C:8]([CH3:15])[CH:9]=1. (2) Given the reactants [CH2:1]([Mg]Cl)[CH2:2][CH2:3][CH2:4][CH2:5][CH2:6][CH2:7][CH2:8][CH2:9][CH2:10][CH2:11][CH2:12][CH2:13][CH3:14].[B:17](OCC)([O:21]CC)[O:18]CC, predict the reaction product. The product is: [CH2:1]([B:17]([OH:21])[OH:18])[CH2:2][CH2:3][CH2:4][CH2:5][CH2:6][CH2:7][CH2:8][CH2:9][CH2:10][CH2:11][CH2:12][CH2:13][CH3:14]. (3) Given the reactants Br[C:2]1[C:22]([O:23][CH3:24])=[CH:21][C:5]2[N:6]([CH3:20])[C:7](=[O:19])[CH2:8][N:9]=[C:10]([C:11]3[CH:12]=[C:13]([CH:16]=[CH:17][CH:18]=3)[C:14]#[N:15])[C:4]=2[CH:3]=1.C1(B(O)O)C=CC=CC=1.[O:34]([C:41]1[CH:46]=[CH:45][CH:44]=[CH:43][C:42]=1B(O)O)[C:35]1[CH:40]=[CH:39][CH:38]=[CH:37][CH:36]=1, predict the reaction product. The product is: [CH3:24][O:23][C:22]1[C:2]([C:36]2[CH:37]=[CH:38][CH:39]=[CH:40][C:35]=2[O:34][C:41]2[CH:42]=[CH:43][CH:44]=[CH:45][CH:46]=2)=[CH:3][C:4]2[C:10]([C:11]3[CH:12]=[C:13]([CH:16]=[CH:17][CH:18]=3)[C:14]#[N:15])=[N:9][CH2:8][C:7](=[O:19])[N:6]([CH3:20])[C:5]=2[CH:21]=1. (4) Given the reactants [Br:1][C:2]1[CH:6]=[C:5]([CH:7]2[O:11][CH2:10][CH2:9][O:8]2)[S:4][C:3]=1[CH2:12][OH:13].N1C=CN=C1.[CH:19]([Si:22](Cl)([CH:26]([CH3:28])[CH3:27])[CH:23]([CH3:25])[CH3:24])([CH3:21])[CH3:20], predict the reaction product. The product is: [Br:1][C:2]1[CH:6]=[C:5]([CH:7]2[O:11][CH2:10][CH2:9][O:8]2)[S:4][C:3]=1[CH2:12][O:13][Si:22]([CH:26]([CH3:28])[CH3:27])([CH:23]([CH3:25])[CH3:24])[CH:19]([CH3:21])[CH3:20]. (5) Given the reactants [CH2:1]([O:3][C:4]([C:6]1[C:15](=[O:16])[C:14]2[C:9](=[CH:10][C:11]([F:18])=[C:12](I)[CH:13]=2)[N:8]([C@H:19]([C:24]([CH3:32])([CH3:31])[O:25][SiH2:26][C:27]([CH3:30])([CH3:29])[CH3:28])[C:20]([CH3:23])([CH3:22])[CH3:21])[CH:7]=1)=[O:5])[CH3:2].[C:33]([C:35]1[CH:40]=[CH:39][C:38]([F:41])=[CH:37][C:36]=1[F:42])#[CH:34], predict the reaction product. The product is: [CH2:1]([O:3][C:4]([C:6]1[C:15](=[O:16])[C:14]2[C:9](=[CH:10][C:11]([F:18])=[C:12]([C:34]#[C:33][C:35]3[CH:40]=[CH:39][C:38]([F:41])=[CH:37][C:36]=3[F:42])[CH:13]=2)[N:8]([C@H:19]([C:24]([CH3:32])([CH3:31])[O:25][SiH2:26][C:27]([CH3:30])([CH3:29])[CH3:28])[C:20]([CH3:23])([CH3:22])[CH3:21])[CH:7]=1)=[O:5])[CH3:2]. (6) Given the reactants CC(OC(/N=N/C(OC(C)C)=O)=O)C.[C:15]1([N:25]2[C:29](=[S:30])[N:28]=[N:27][NH:26]2)[C:24]2[C:19](=[CH:20][CH:21]=[CH:22][CH:23]=2)[CH:18]=[CH:17][CH:16]=1.[Cl:31][C:32]1[CH:37]=[CH:36][CH:35]=[CH:34][C:33]=1[CH:38]([OH:42])[CH2:39][CH2:40]O.C1C=CC(P(C2C=CC=CC=2)C2C=CC=CC=2)=CC=1, predict the reaction product. The product is: [Cl:31][C:32]1[CH:37]=[CH:36][CH:35]=[CH:34][C:33]=1[CH:38]([OH:42])[CH2:39][CH2:40][S:30][C:29]1[N:25]([C:15]2[C:24]3[C:19](=[CH:20][CH:21]=[CH:22][CH:23]=3)[CH:18]=[CH:17][CH:16]=2)[N:26]=[N:27][N:28]=1. (7) Given the reactants O1CCCC1.[CH:6]1([O:12][C:13]2[CH:18]=[CH:17][C:16]([CH2:19][C:20](Cl)=[N:21][OH:22])=[CH:15][CH:14]=2)[CH2:11][CH2:10][CH2:9][CH2:8][CH2:7]1.[C:24]([C:26]1[C:27]([NH2:32])=[N:28][CH:29]=[CH:30][CH:31]=1)#[CH:25].C(N(CC)CC)C, predict the reaction product. The product is: [CH:6]1([O:12][C:13]2[CH:18]=[CH:17][C:16]([CH2:19][C:20]3[CH:25]=[C:24]([C:26]4[C:27]([NH2:32])=[N:28][CH:29]=[CH:30][CH:31]=4)[O:22][N:21]=3)=[CH:15][CH:14]=2)[CH2:11][CH2:10][CH2:9][CH2:8][CH2:7]1. (8) Given the reactants [H-].[Na+].[Br:3][C:4]1[CH:11]=[CH:10][C:7]([CH:8]=O)=[CH:6][CH:5]=1, predict the reaction product. The product is: [Br:3][C:4]1[CH:11]=[CH:10][C:7]([CH:8]=[CH:8][C:7]2[CH:10]=[CH:11][CH:4]=[CH:5][CH:6]=2)=[CH:6][CH:5]=1.